Task: Predict the product of the given reaction.. Dataset: Forward reaction prediction with 1.9M reactions from USPTO patents (1976-2016) (1) The product is: [CH:19]1([C:17]([NH:16][C:14]2[N:15]=[C:10]3[CH:9]=[CH:8][C:7]([O:6][C:5]4[CH:22]=[CH:23][C:2]([NH:1][C:40]([C:35]5[C:34](=[O:43])[N:33]([C:27]6[CH:28]=[CH:29][C:30]([F:32])=[CH:31][C:26]=6[F:25])[C:38]([CH3:39])=[CH:37][CH:36]=5)=[O:41])=[C:3]([F:61])[CH:4]=4)=[CH:12][N:11]3[CH:13]=2)=[O:18])[CH2:21][CH2:20]1. Given the reactants [NH2:1][C:2]1[CH:23]=[CH:22][C:5]([O:6][C:7]2[CH:8]=[CH:9][C:10]3[N:11]([CH:13]=[C:14]([NH:16][C:17]([CH:19]4[CH2:21][CH2:20]4)=[O:18])[N:15]=3)[CH:12]=2)=[C:4](F)[CH:3]=1.[F:25][C:26]1[CH:31]=[C:30]([F:32])[CH:29]=[CH:28][C:27]=1[N:33]1[C:38]([CH3:39])=[CH:37][CH:36]=[C:35]([C:40](O)=[O:41])[C:34]1=[O:43].CN(C(ON1N=NC2C=CC=NC1=2)=[N+](C)C)C.[F:61][P-](F)(F)(F)(F)F.C(N(CC)C(C)C)(C)C.C(=O)([O-])O.[Na+], predict the reaction product. (2) Given the reactants [OH-].[Na+].[OH:3][CH2:4][C:5]1[CH:21]=[CH:20][C:8]([O:9][C:10]2[CH:19]=[CH:18][C:13]([C:14]([O:16][CH3:17])=[O:15])=[CH:12][CH:11]=2)=[CH:7][CH:6]=1.Br[CH2:23][C:24]([O:26][C:27]([CH3:30])([CH3:29])[CH3:28])=[O:25], predict the reaction product. The product is: [C:27]([O:26][C:24](=[O:25])[CH2:23][O:3][CH2:4][C:5]1[CH:21]=[CH:20][C:8]([O:9][C:10]2[CH:19]=[CH:18][C:13]([C:14]([O:16][CH3:17])=[O:15])=[CH:12][CH:11]=2)=[CH:7][CH:6]=1)([CH3:30])([CH3:29])[CH3:28]. (3) Given the reactants [CH2:1]([C:8]1[O:9][C:10]2[CH:30]=[CH:29][CH:28]=[CH:27][C:11]=2[C:12]=1[C:13]1[CH:18]=[CH:17][C:16]([C:19]2[CH:24]=[CH:23][C:22]([CH:25]=[O:26])=[CH:21][CH:20]=2)=[CH:15][CH:14]=1)[C:2]1[CH:7]=[CH:6][CH:5]=[CH:4][CH:3]=1.[BH4-].[Na+].O, predict the reaction product. The product is: [CH2:1]([C:8]1[O:9][C:10]2[CH:30]=[CH:29][CH:28]=[CH:27][C:11]=2[C:12]=1[C:13]1[CH:18]=[CH:17][C:16]([C:19]2[CH:24]=[CH:23][C:22]([CH2:25][OH:26])=[CH:21][CH:20]=2)=[CH:15][CH:14]=1)[C:2]1[CH:7]=[CH:6][CH:5]=[CH:4][CH:3]=1.